Predict the product of the given reaction. From a dataset of Forward reaction prediction with 1.9M reactions from USPTO patents (1976-2016). (1) Given the reactants [OH-].[Na+].[CH2:3]([N:5]1[CH:9]([C:10]([O:12]C)=[O:11])[CH2:8][O:7][C:6]1=[O:14])[CH3:4], predict the reaction product. The product is: [CH2:3]([N:5]1[CH:9]([C:10]([OH:12])=[O:11])[CH2:8][O:7][C:6]1=[O:14])[CH3:4]. (2) The product is: [F:12][C:9]1[CH:10]=[CH:11][C:2]([CH3:14])=[C:3]2[C:8]=1[CH:7]=[N:6][C:5]([OH:13])=[CH:4]2. Given the reactants Br[C:2]1[CH:11]=[CH:10][C:9]([F:12])=[C:8]2[C:3]=1[CH:4]=[C:5]([OH:13])[N:6]=[CH:7]2.[CH3:14][Zn]C.C1(C)C=CC=CC=1.[NH4+].[Cl-], predict the reaction product. (3) Given the reactants [Cl:1][C:2]1[CH:11]=[CH:10][CH:9]=[C:8]2[C:3]=1[CH2:4][CH2:5][CH2:6][C:7]2=[O:12].[Se](=O)=[O:14], predict the reaction product. The product is: [Cl:1][C:2]1[CH:11]=[CH:10][CH:9]=[C:8]2[C:3]=1[CH:4]=[CH:5][C:6](=[O:14])[C:7]2=[O:12]. (4) Given the reactants C(OC(=O)[NH:7][C:8]1[CH:13]=[CH:12][C:11]([C:14]#[C:15][C:16]2[CH:21]=[CH:20][CH:19]=[CH:18][CH:17]=2)=[CH:10][C:9]=1[NH2:22])(C)(C)C.CC1(C)O[C:29](=[O:31])[CH:28]=[C:27]([C:32]2[CH:37]=[CH:36][N:35]=[CH:34][CH:33]=2)O1.C(O)(C(F)(F)F)=O, predict the reaction product. The product is: [C:16]1([C:15]#[C:14][C:11]2[CH:12]=[CH:13][C:8]3[N:7]=[C:27]([C:32]4[CH:33]=[CH:34][N:35]=[CH:36][CH:37]=4)[CH2:28][C:29](=[O:31])[NH:22][C:9]=3[CH:10]=2)[CH:21]=[CH:20][CH:19]=[CH:18][CH:17]=1. (5) Given the reactants [NH2:1][C:2]1[C:7]2=[CH:8][CH:9]=[C:10]([C:11]3[CH2:12][CH2:13][N:14]([C:17]([O:19][C:20]([CH3:23])([CH3:22])[CH3:21])=[O:18])[CH2:15][CH:16]=3)[N:6]2[N:5]=[CH:4][N:3]=1, predict the reaction product. The product is: [NH2:1][C:2]1[C:7]2=[CH:8][CH:9]=[C:10]([CH:11]3[CH2:16][CH2:15][N:14]([C:17]([O:19][C:20]([CH3:23])([CH3:22])[CH3:21])=[O:18])[CH2:13][CH2:12]3)[N:6]2[N:5]=[CH:4][N:3]=1. (6) Given the reactants [N+]([O-])(O)=O.N([O-])=O.[Na+].[CH:9]1([CH2:12][N:13]2[C:17]([CH2:18][OH:19])=[CH:16][N:15]=[C:14]2S)[CH2:11][CH2:10]1.C(=O)([O-])[O-].[K+].[K+], predict the reaction product. The product is: [CH:9]1([CH2:12][N:13]2[C:17]([CH2:18][OH:19])=[CH:16][N:15]=[CH:14]2)[CH2:10][CH2:11]1. (7) Given the reactants C[O:2][C:3](=[O:34])[C:4]1[CH:9]=[C:8]([OH:10])[CH:7]=[C:6]([N:11]2[C:15]([CH3:16])=[CH:14][CH:13]=[C:12]2[C:17]2[CH:22]=[C:21]([Cl:23])[CH:20]=[CH:19][C:18]=2[O:24][CH2:25][C:26]2[CH:31]=[CH:30][CH:29]=[C:28]([F:32])[C:27]=2[F:33])[CH:5]=1, predict the reaction product. The product is: [Cl:23][C:21]1[CH:20]=[CH:19][C:18]([O:24][CH2:25][C:26]2[CH:31]=[CH:30][CH:29]=[C:28]([F:32])[C:27]=2[F:33])=[C:17]([C:12]2[N:11]([C:6]3[CH:5]=[C:4]([CH:9]=[C:8]([OH:10])[CH:7]=3)[C:3]([OH:34])=[O:2])[C:15]([CH3:16])=[CH:14][CH:13]=2)[CH:22]=1.